Dataset: NCI-60 drug combinations with 297,098 pairs across 59 cell lines. Task: Regression. Given two drug SMILES strings and cell line genomic features, predict the synergy score measuring deviation from expected non-interaction effect. (1) Drug 1: CS(=O)(=O)OCCCCOS(=O)(=O)C. Drug 2: CC1=C(C(=O)C2=C(C1=O)N3CC4C(C3(C2COC(=O)N)OC)N4)N. Cell line: SN12C. Synergy scores: CSS=21.9, Synergy_ZIP=-4.59, Synergy_Bliss=1.60, Synergy_Loewe=-25.4, Synergy_HSA=-0.410. (2) Drug 1: CCN(CC)CCNC(=O)C1=C(NC(=C1C)C=C2C3=C(C=CC(=C3)F)NC2=O)C. Drug 2: C1CN1C2=NC(=NC(=N2)N3CC3)N4CC4. Cell line: OVCAR-4. Synergy scores: CSS=5.40, Synergy_ZIP=-0.930, Synergy_Bliss=-2.54, Synergy_Loewe=-7.53, Synergy_HSA=-6.07. (3) Drug 1: CCCCC(=O)OCC(=O)C1(CC(C2=C(C1)C(=C3C(=C2O)C(=O)C4=C(C3=O)C=CC=C4OC)O)OC5CC(C(C(O5)C)O)NC(=O)C(F)(F)F)O. Drug 2: CN(C(=O)NC(C=O)C(C(C(CO)O)O)O)N=O. Cell line: SK-OV-3. Synergy scores: CSS=23.1, Synergy_ZIP=1.41, Synergy_Bliss=3.57, Synergy_Loewe=-21.4, Synergy_HSA=1.46. (4) Drug 1: CCCCCOC(=O)NC1=NC(=O)N(C=C1F)C2C(C(C(O2)C)O)O. Drug 2: CCN(CC)CCNC(=O)C1=C(NC(=C1C)C=C2C3=C(C=CC(=C3)F)NC2=O)C. Cell line: SR. Synergy scores: CSS=2.25, Synergy_ZIP=-2.59, Synergy_Bliss=-9.58, Synergy_Loewe=-15.0, Synergy_HSA=-10.3. (5) Drug 1: CC1CCC2CC(C(=CC=CC=CC(CC(C(=O)C(C(C(=CC(C(=O)CC(OC(=O)C3CCCCN3C(=O)C(=O)C1(O2)O)C(C)CC4CCC(C(C4)OC)O)C)C)O)OC)C)C)C)OC. Drug 2: C1=NNC2=C1C(=O)NC=N2. Cell line: NCI-H522. Synergy scores: CSS=14.8, Synergy_ZIP=-1.18, Synergy_Bliss=0.627, Synergy_Loewe=-57.2, Synergy_HSA=-0.892. (6) Drug 1: CC1CCC2CC(C(=CC=CC=CC(CC(C(=O)C(C(C(=CC(C(=O)CC(OC(=O)C3CCCCN3C(=O)C(=O)C1(O2)O)C(C)CC4CCC(C(C4)OC)O)C)C)O)OC)C)C)C)OC. Drug 2: CC(C)NC(=O)C1=CC=C(C=C1)CNNC.Cl. Cell line: SF-295. Synergy scores: CSS=33.9, Synergy_ZIP=-6.40, Synergy_Bliss=-2.45, Synergy_Loewe=-37.5, Synergy_HSA=-3.49. (7) Drug 1: CN(CC1=CN=C2C(=N1)C(=NC(=N2)N)N)C3=CC=C(C=C3)C(=O)NC(CCC(=O)O)C(=O)O. Drug 2: CC1CCC2CC(C(=CC=CC=CC(CC(C(=O)C(C(C(=CC(C(=O)CC(OC(=O)C3CCCCN3C(=O)C(=O)C1(O2)O)C(C)CC4CCC(C(C4)OC)OP(=O)(C)C)C)C)O)OC)C)C)C)OC. Cell line: HT29. Synergy scores: CSS=38.1, Synergy_ZIP=-4.09, Synergy_Bliss=-5.50, Synergy_Loewe=-5.39, Synergy_HSA=-4.21.